From a dataset of Forward reaction prediction with 1.9M reactions from USPTO patents (1976-2016). Predict the product of the given reaction. (1) Given the reactants [C:1]([C:4]1[CH:9]=[CH:8][CH:7]=[CH:6][C:5]=1[NH:10][C:11]([C:13]1[C:18]([C:19](=[O:26])[C:20]2[CH:25]=[CH:24][CH:23]=[CH:22][CH:21]=2)=[CH:17][CH:16]=[CH:15][N:14]=1)=O)(=[O:3])[NH2:2], predict the reaction product. The product is: [C:19]([C:18]1[C:13]([C:11]2[NH:2][C:1](=[O:3])[C:4]3[C:5](=[CH:6][CH:7]=[CH:8][CH:9]=3)[N:10]=2)=[N:14][CH:15]=[CH:16][CH:17]=1)(=[O:26])[C:20]1[CH:25]=[CH:24][CH:23]=[CH:22][CH:21]=1. (2) Given the reactants [F:1][C:2]([F:21])([F:20])[C:3]1[CH:4]=[C:5]([CH:13]=[CH:14][C:15]([O:17][CH2:18]C)=[O:16])[CH:6]=[C:7]([C:9]([F:12])([F:11])[F:10])[CH:8]=1.[N+:22]([CH3:25])([O-:24])=[O:23].[OH-].[CH2:27]([N+](CCCC)(CCCC)CCCC)CCC, predict the reaction product. The product is: [F:12][C:9]([F:10])([F:11])[C:7]1[CH:6]=[C:5]([CH:13]([CH:25]([N+:22]([O-:24])=[O:23])[CH3:27])[CH2:14][C:15]([O:17][CH3:18])=[O:16])[CH:4]=[C:3]([C:2]([F:1])([F:21])[F:20])[CH:8]=1. (3) Given the reactants [CH3:1][O:2][C:3]1[CH:10]=[CH:9][C:8](I)=[CH:7][C:4]=1[CH:5]=[O:6].[C:12]([O:16]C)(=[O:15])[CH:13]=[CH2:14], predict the reaction product. The product is: [CH:5]([C:4]1[CH:7]=[C:8]([CH:9]=[CH:10][C:3]=1[O:2][CH3:1])[CH:14]=[CH:13][C:12]([OH:16])=[O:15])=[O:6]. (4) Given the reactants [Br:1][C:2]1[CH:7]=[C:6]([CH3:8])[C:5]([Cl:9])=[CH:4][C:3]=1[CH3:10].BrN1C(=O)CCC1=O.N(C(C)(C)C#N)=NC(C)(C)C#N.[C:31]([O-:34])(=[O:33])[CH3:32].[Na+].[C:36]([O:39]CC)(=[O:38])[CH3:37], predict the reaction product. The product is: [CH3:32][C:31]([O:34][CH2:10][C:3]1[C:2]([Br:1])=[CH:7][C:6]([CH2:8][O:39][C:36]([CH3:37])=[O:38])=[C:5]([Cl:9])[CH:4]=1)=[O:33]. (5) Given the reactants [CH3:1][O:2][C:3](=[O:14])[C:4]1[CH:9]=[CH:8][CH:7]=[CH:6][C:5]=1[O:10][CH2:11][CH2:12]Cl.[NH:15]1[CH2:20][CH2:19][CH:18]([C:21]2[C:29]3[C:24](=[CH:25][CH:26]=[CH:27][CH:28]=3)[NH:23][CH:22]=2)[CH2:17][CH2:16]1.C(=O)([O-])[O-].[K+].[K+].[I-].[K+], predict the reaction product. The product is: [CH3:1][O:2][C:3](=[O:14])[C:4]1[CH:9]=[CH:8][CH:7]=[CH:6][C:5]=1[O:10][CH2:11][CH2:12][N:15]1[CH2:20][CH2:19][CH:18]([C:21]2[C:29]3[C:24](=[CH:25][CH:26]=[CH:27][CH:28]=3)[NH:23][CH:22]=2)[CH2:17][CH2:16]1.